Dataset: NCI-60 drug combinations with 297,098 pairs across 59 cell lines. Task: Regression. Given two drug SMILES strings and cell line genomic features, predict the synergy score measuring deviation from expected non-interaction effect. (1) Drug 1: CC(CN1CC(=O)NC(=O)C1)N2CC(=O)NC(=O)C2. Drug 2: CC1=C(C=C(C=C1)C(=O)NC2=CC(=CC(=C2)C(F)(F)F)N3C=C(N=C3)C)NC4=NC=CC(=N4)C5=CN=CC=C5. Cell line: MCF7. Synergy scores: CSS=7.24, Synergy_ZIP=-4.92, Synergy_Bliss=-5.43, Synergy_Loewe=-5.78, Synergy_HSA=-5.75. (2) Drug 1: C1CC(=O)NC(=O)C1N2CC3=C(C2=O)C=CC=C3N. Drug 2: C1C(C(OC1N2C=NC3=C(N=C(N=C32)Cl)N)CO)O. Cell line: SK-OV-3. Synergy scores: CSS=3.68, Synergy_ZIP=4.13, Synergy_Bliss=-0.867, Synergy_Loewe=-1.05, Synergy_HSA=-1.14. (3) Drug 1: CC=C1C(=O)NC(C(=O)OC2CC(=O)NC(C(=O)NC(CSSCCC=C2)C(=O)N1)C(C)C)C(C)C. Drug 2: N.N.Cl[Pt+2]Cl. Cell line: DU-145. Synergy scores: CSS=82.5, Synergy_ZIP=2.75, Synergy_Bliss=1.44, Synergy_Loewe=-1.81, Synergy_HSA=4.82. (4) Drug 1: CCCCC(=O)OCC(=O)C1(CC(C2=C(C1)C(=C3C(=C2O)C(=O)C4=C(C3=O)C=CC=C4OC)O)OC5CC(C(C(O5)C)O)NC(=O)C(F)(F)F)O. Drug 2: C1CCC(C(C1)N)N.C(=O)(C(=O)[O-])[O-].[Pt+4]. Cell line: HOP-62. Synergy scores: CSS=69.4, Synergy_ZIP=0.831, Synergy_Bliss=2.01, Synergy_Loewe=-2.08, Synergy_HSA=4.98. (5) Drug 1: C1=CC(=C2C(=C1NCCNCCO)C(=O)C3=C(C=CC(=C3C2=O)O)O)NCCNCCO. Drug 2: COCCOC1=C(C=C2C(=C1)C(=NC=N2)NC3=CC=CC(=C3)C#C)OCCOC.Cl. Cell line: LOX IMVI. Synergy scores: CSS=33.6, Synergy_ZIP=0.0731, Synergy_Bliss=-2.47, Synergy_Loewe=-23.0, Synergy_HSA=-1.15.